This data is from Forward reaction prediction with 1.9M reactions from USPTO patents (1976-2016). The task is: Predict the product of the given reaction. (1) Given the reactants [NH2:1][C@@H:2]([CH2:14][CH2:15][CH2:16][CH2:17][NH:18][C:19]([O:21][C:22]([CH3:25])([CH3:24])[CH3:23])=[O:20])[C:3]([O:5][CH2:6][CH2:7][CH2:8][CH2:9][O:10][N+:11]([O-:13])=[O:12])=[O:4].[N+](OCCCC(OCCN[C:39]([O:41][C:42]1[CH:47]=[CH:46][C:45]([N+:48]([O-:50])=[O:49])=[CH:44][CH:43]=1)=[O:40])=O)([O-])=O, predict the reaction product. The product is: [C:22]([O:21][C:19]([NH:18][CH2:17][CH2:16][CH2:15][CH2:14][C@H:2]([NH:1][C:39]([O:41][C:42]1[CH:43]=[CH:44][C:45]([N+:48]([O-:50])=[O:49])=[CH:46][CH:47]=1)=[O:40])[C:3]([O:5][CH2:6][CH2:7][CH2:8][CH2:9][O:10][N+:11]([O-:13])=[O:12])=[O:4])=[O:20])([CH3:25])([CH3:24])[CH3:23]. (2) Given the reactants [CH3:1][C:2]1[CH:7]=[CH:6][C:5]([N+:8]([O-:10])=[O:9])=[CH:4][C:3]=1[S:11](Cl)(=[O:13])=[O:12].[CH3:15][NH:16][CH3:17], predict the reaction product. The product is: [CH3:1][C:2]1[CH:7]=[CH:6][C:5]([N+:8]([O-:10])=[O:9])=[CH:4][C:3]=1[S:11]([N:16]([CH3:17])[CH3:15])(=[O:13])=[O:12]. (3) Given the reactants [NH2:1][C:2]1[C:12]([F:13])=[CH:11][CH:10]=[CH:9][C:3]=1[C:4]([NH:6][CH2:7][CH3:8])=[O:5].CN1CCCC1=O.C(N(CC)C(C)C)(C)C.[Cl:30][C:31]1[N:36]=[C:35](Cl)[C:34]([Cl:38])=[CH:33][N:32]=1, predict the reaction product. The product is: [Cl:30][C:31]1[N:36]=[C:35]([NH:1][C:2]2[C:12]([F:13])=[CH:11][CH:10]=[CH:9][C:3]=2[C:4]([NH:6][CH2:7][CH3:8])=[O:5])[C:34]([Cl:38])=[CH:33][N:32]=1.